From a dataset of Forward reaction prediction with 1.9M reactions from USPTO patents (1976-2016). Predict the product of the given reaction. (1) The product is: [NH:16]1[CH2:17][CH2:18][CH2:19][CH2:20][CH:14]([NH:13][C:11]([C:6]2[N:7]=[C:8]([CH3:10])[S:9][C:5]=2[NH:4][C:2]([NH2:1])=[O:3])=[O:12])[CH2:15]1. Given the reactants [NH2:1][C:2]([NH:4][C:5]1[S:9][C:8]([CH3:10])=[N:7][C:6]=1[C:11]([NH:13][C@H:14]1[CH2:20][CH2:19][CH2:18][CH2:17][N:16](C(OC(C)(C)C)=O)[CH2:15]1)=[O:12])=[O:3], predict the reaction product. (2) The product is: [CH3:1][O:2][C:3]1[CH:4]=[CH:5][C:6]2[O:11][CH:10]([C:12]3[CH:17]=[CH:16][CH:15]=[CH:14][CH:13]=3)[CH2:9][N:8]([CH2:18][CH2:19][NH:20][C:22](=[O:24])[CH3:23])[C:7]=2[CH:21]=1. Given the reactants [CH3:1][O:2][C:3]1[CH:4]=[CH:5][C:6]2[O:11][CH:10]([C:12]3[CH:17]=[CH:16][CH:15]=[CH:14][CH:13]=3)[CH2:9][N:8]([CH2:18][C:19]#[N:20])[C:7]=2[CH:21]=1.[C:22]([O-])(=[O:24])[CH3:23].[Na+], predict the reaction product. (3) Given the reactants CS(O[CH:6]1[CH2:11][CH2:10][CH:9]([C:12]([O:14][CH2:15][CH3:16])=[O:13])[CH2:8][CH2:7]1)(=O)=O.[F:17][C:18]([F:27])([F:26])[C:19]1[CH:20]=[C:21]([SH:25])[CH:22]=[CH:23][CH:24]=1, predict the reaction product. The product is: [F:27][C:18]([F:17])([F:26])[C:19]1[CH:20]=[C:21]([S:25][CH:6]2[CH2:7][CH2:8][CH:9]([C:12]([O:14][CH2:15][CH3:16])=[O:13])[CH2:10][CH2:11]2)[CH:22]=[CH:23][CH:24]=1. (4) The product is: [Cl:12][C:13]1[N:18]=[C:17]([N:4]([CH:1]([CH3:3])[CH3:2])[S:5]([CH2:8][CH:9]([CH3:11])[CH3:10])(=[O:7])=[O:6])[CH:16]=[CH:15][N:14]=1. Given the reactants [CH:1]([NH:4][S:5]([CH2:8][CH:9]([CH3:11])[CH3:10])(=[O:7])=[O:6])([CH3:3])[CH3:2].[Cl:12][C:13]1[N:18]=[C:17](Cl)[CH:16]=[CH:15][N:14]=1.C(=O)([O-])[O-].[Cs+].[Cs+].O, predict the reaction product. (5) Given the reactants C[O:2][C:3]1[N:4]=[C:5]2[C:10](=[CH:11][CH:12]=1)[N:9]=[CH:8][C:7]([C:13]([O:15][CH3:16])=[O:14])=[CH:6]2, predict the reaction product. The product is: [O:2]=[C:3]1[CH:12]=[CH:11][C:10]2[N:9]=[CH:8][C:7]([C:13]([O:15][CH3:16])=[O:14])=[CH:6][C:5]=2[NH:4]1. (6) The product is: [CH2:20]([O:19][C:13]1[CH:14]=[CH:15][C:16]([Cl:18])=[CH:17][C:12]=1[CH2:11][OH:10])[CH:21]=[CH2:22]. Given the reactants [H-].[Al+3].[Li+].[H-].[H-].[H-].C([O:10][C:11](=O)[C:12]1[CH:17]=[C:16]([Cl:18])[CH:15]=[CH:14][C:13]=1[O:19][CH2:20][CH:21]=[CH2:22])C=C, predict the reaction product. (7) Given the reactants C([O:4][CH2:5][C@H:6]1[CH2:11][N:10]2[CH2:12][CH2:13][N:14]([C:16]3[CH:21]=[C:20]([C:22]4[CH:27]=[CH:26][C:25]([F:28])=[CH:24][C:23]=4[CH3:29])[C:19]([N:30]([C:32](=[O:50])[C:33]([C:36]4[CH:41]=[C:40]([C:42]([F:45])([F:44])[F:43])[CH:39]=[C:38]([C:46]([F:49])([F:48])[F:47])[CH:37]=4)([CH3:35])[CH3:34])[CH3:31])=[CH:18][N:17]=3)[CH2:15][CH:9]2[CH2:8][N:7]1[C:51](=[O:53])[CH3:52])(=O)C.[OH-].[Na+], predict the reaction product. The product is: [C:51]([N:7]1[C@@H:6]([CH2:5][OH:4])[CH2:11][N:10]2[CH2:12][CH2:13][N:14]([C:16]3[N:17]=[CH:18][C:19]([N:30]([CH3:31])[C:32](=[O:50])[C:33]([C:36]4[CH:37]=[C:38]([C:46]([F:47])([F:48])[F:49])[CH:39]=[C:40]([C:42]([F:45])([F:44])[F:43])[CH:41]=4)([CH3:34])[CH3:35])=[C:20]([C:22]4[CH:27]=[CH:26][C:25]([F:28])=[CH:24][C:23]=4[CH3:29])[CH:21]=3)[CH2:15][CH:9]2[CH2:8]1)(=[O:53])[CH3:52]. (8) Given the reactants Cl.C(OC(=O)[NH:8][C:9]1[C:10]([C:16](=[O:25])[NH:17][C:18]2[CH:23]=[CH:22][N:21]=[C:20]([Cl:24])[CH:19]=2)=[N:11][C:12]([CH3:15])=[CH:13][CH:14]=1)(C)(C)C, predict the reaction product. The product is: [Cl:24][C:20]1[CH:19]=[C:18]([NH:17][C:16]([C:10]2[C:9]([NH2:8])=[CH:14][CH:13]=[C:12]([CH3:15])[N:11]=2)=[O:25])[CH:23]=[CH:22][N:21]=1. (9) Given the reactants [Cl:1][C:2]1[CH:3]=[C:4]2[C:8](=[CH:9][CH:10]=1)[NH:7][C:6]([C:11]([NH:13][NH:14][C:15](=[O:24])[C:16]1[CH:21]=[CH:20][C:19]([F:22])=[CH:18][C:17]=1[NH2:23])=[O:12])=[CH:5]2.O.[C:26]1([CH3:36])[CH:31]=[CH:30][C:29]([S:32]([OH:35])(=[O:34])=[O:33])=[CH:28][CH:27]=1.CO, predict the reaction product. The product is: [C:26]1([CH3:36])[CH:27]=[CH:28][C:29]([S:32]([OH:35])(=[O:33])=[O:34])=[CH:30][CH:31]=1.[Cl:1][C:2]1[CH:3]=[C:4]2[C:8](=[CH:9][CH:10]=1)[NH:7][C:6]([C:11]([NH:13][NH:14][C:15](=[O:24])[C:16]1[CH:21]=[CH:20][C:19]([F:22])=[CH:18][C:17]=1[NH2:23])=[O:12])=[CH:5]2. (10) Given the reactants Cl.[C:2]([C:6]1[CH:10]=[C:9]([CH2:11][NH2:12])[N:8]([C:13]2[CH:18]=[CH:17][CH:16]=[C:15]([Cl:19])[CH:14]=2)[N:7]=1)([CH3:5])([CH3:4])[CH3:3].[F:20][C:21]1[CH:22]=[C:23]([NH:32][C:33](=O)[O:34]C2C=CC=CC=2)[CH:24]=[CH:25][C:26]=1[C:27]1([OH:31])[CH2:30][O:29][CH2:28]1, predict the reaction product. The product is: [C:2]([C:6]1[CH:10]=[C:9]([CH2:11][NH:12][C:33]([NH:32][C:23]2[CH:24]=[CH:25][C:26]([C:27]3([OH:31])[CH2:30][O:29][CH2:28]3)=[C:21]([F:20])[CH:22]=2)=[O:34])[N:8]([C:13]2[CH:18]=[CH:17][CH:16]=[C:15]([Cl:19])[CH:14]=2)[N:7]=1)([CH3:5])([CH3:3])[CH3:4].